Dataset: Catalyst prediction with 721,799 reactions and 888 catalyst types from USPTO. Task: Predict which catalyst facilitates the given reaction. (1) Reactant: CN(C(ON1N=NC2C=CC=NC1=2)=[N+](C)C)C.F[P-](F)(F)(F)(F)F.[CH3:25][O:26][C:27]1[CH:34]=[CH:33][C:30]([NH:31][CH3:32])=[CH:29][CH:28]=1.[C:35]([O:39][C:40]([NH:42][C@@H:43]([CH2:47][C:48]1[CH:53]=[CH:52][CH:51]=[C:50]([OH:54])[CH:49]=1)[C:44]([OH:46])=O)=[O:41])([CH3:38])([CH3:37])[CH3:36].CCN(C(C)C)C(C)C. Product: [OH:54][C:50]1[CH:49]=[C:48]([CH2:47][C@H:43]([NH:42][C:40](=[O:41])[O:39][C:35]([CH3:36])([CH3:37])[CH3:38])[C:44]([N:31]([C:30]2[CH:33]=[CH:34][C:27]([O:26][CH3:25])=[CH:28][CH:29]=2)[CH3:32])=[O:46])[CH:53]=[CH:52][CH:51]=1. The catalyst class is: 18. (2) Reactant: [Br:1][C:2]1[CH:7]=[CH:6][C:5]([C:8](=[O:12])[CH:9]([F:11])[F:10])=[CH:4][CH:3]=1.[CH3:13][Mg]Cl. Product: [Br:1][C:2]1[CH:3]=[CH:4][C:5]([C:8]([OH:12])([CH3:13])[CH:9]([F:11])[F:10])=[CH:6][CH:7]=1. The catalyst class is: 1. (3) Reactant: I[C:2]1[CH:7]=[C:6]([CH3:8])[C:5]([C:9]2[N:10]=[C:11]([NH:14][C:15](=[O:22])[C:16]3[CH:21]=[CH:20][N:19]=[CH:18][CH:17]=3)[S:12][CH:13]=2)=[C:4]([CH3:23])[CH:3]=1.[CH3:24][O:25][C:26]1[N:27]=[CH:28][C:29]([SH:32])=[N:30][CH:31]=1.C(=O)([O-])[O-].[K+].[K+].O. Product: [CH3:24][O:25][C:26]1[N:27]=[CH:28][C:29]([S:32][C:2]2[CH:7]=[C:6]([CH3:8])[C:5]([C:9]3[N:10]=[C:11]([NH:14][C:15](=[O:22])[C:16]4[CH:21]=[CH:20][N:19]=[CH:18][CH:17]=4)[S:12][CH:13]=3)=[C:4]([CH3:23])[CH:3]=2)=[N:30][CH:31]=1. The catalyst class is: 870.